Dataset: Peptide-MHC class II binding affinity with 134,281 pairs from IEDB. Task: Regression. Given a peptide amino acid sequence and an MHC pseudo amino acid sequence, predict their binding affinity value. This is MHC class II binding data. (1) The peptide sequence is GKVDTGVAVSRGTAK. The MHC is HLA-DQA10501-DQB10402 with pseudo-sequence HLA-DQA10501-DQB10402. The binding affinity (normalized) is 0.375. (2) The peptide sequence is KRWIILGLNKIVRMY. The MHC is DRB1_0301 with pseudo-sequence DRB1_0301. The binding affinity (normalized) is 0.516. (3) The peptide sequence is EKKYFLATQFEPLAA. The MHC is HLA-DQA10401-DQB10402 with pseudo-sequence HLA-DQA10401-DQB10402. The binding affinity (normalized) is 0.554. (4) The peptide sequence is HHIQLMSKLAVECKS. The MHC is DRB1_0101 with pseudo-sequence DRB1_0101. The binding affinity (normalized) is 0.775. (5) The MHC is DRB3_0202 with pseudo-sequence DRB3_0202. The peptide sequence is IAPYHFDLSGHAFGA. The binding affinity (normalized) is 0.606. (6) The peptide sequence is PSLIKTLQSRMSKNF. The MHC is DRB1_0401 with pseudo-sequence DRB1_0401. The binding affinity (normalized) is 0.623. (7) The peptide sequence is GSHEVNGTWMIHTLE. The MHC is DRB1_1101 with pseudo-sequence DRB1_1101. The binding affinity (normalized) is 0.179.